Dataset: Catalyst prediction with 721,799 reactions and 888 catalyst types from USPTO. Task: Predict which catalyst facilitates the given reaction. (1) Reactant: [Br:1][C:2]1[C:3]([CH3:11])=[N:4][CH:5]=[C:6]([C:9]=1Cl)[C:7]#[N:8].[NH2:12][C:13]1[CH:21]=[C:20]2[C:16]([CH:17]=[CH:18][NH:19]2)=[CH:15][CH:14]=1. Product: [Br:1][C:2]1[C:3]([CH3:11])=[N:4][CH:5]=[C:6]([C:9]=1[NH:12][C:13]1[CH:21]=[C:20]2[C:16]([CH:17]=[CH:18][NH:19]2)=[CH:15][CH:14]=1)[C:7]#[N:8]. The catalyst class is: 8. (2) Reactant: [C:1]([N:8]1[CH2:13][CH2:12][CH:11]([CH2:14][OH:15])[CH2:10][CH2:9]1)([O:3][C:4]([CH3:7])([CH3:6])[CH3:5])=[O:2].C(N(CC)CC)C.[CH3:23][S:24](Cl)(=[O:26])=[O:25]. Product: [CH3:23][S:24]([O:15][CH2:14][CH:11]1[CH2:12][CH2:13][N:8]([C:1]([O:3][C:4]([CH3:7])([CH3:6])[CH3:5])=[O:2])[CH2:9][CH2:10]1)(=[O:26])=[O:25]. The catalyst class is: 2. (3) Reactant: [H-].[Na+].[OH:3][C@H:4]1[CH2:8][CH2:7][O:6][C:5]1=[O:9].Cl[C:11]1[N:16]=[CH:15][N:14]=[C:13]2[N:17]([C:20]3[C:25]([Cl:26])=[CH:24][CH:23]=[CH:22][N:21]=3)[N:18]=[CH:19][C:12]=12.C(O)(=O)CC(CC(O)=O)(C(O)=O)O. The catalyst class is: 1. Product: [Cl:26][C:25]1[C:20]([N:17]2[C:13]3=[N:14][CH:15]=[N:16][C:11]([O:3][C@H:4]4[CH2:8][CH2:7][O:6][C:5]4=[O:9])=[C:12]3[CH:19]=[N:18]2)=[N:21][CH:22]=[CH:23][CH:24]=1. (4) Reactant: F[C:2]1[CH:9]=[CH:8][C:7]([F:10])=[CH:6][C:3]=1[C:4]#[N:5].[Na].[NH:12]1[CH:16]=[N:15][CH:14]=[N:13]1. Product: [F:10][C:7]1[CH:8]=[CH:9][C:2]([N:12]2[CH:16]=[N:15][CH:14]=[N:13]2)=[C:3]([CH:6]=1)[C:4]#[N:5]. The catalyst class is: 454. (5) Reactant: C(=O)([O-])[O-].[Li+].[Li+].[Cl-].[Na+].[Cl:9][C:10]1(Cl)[CH2:15][CH2:14][CH2:13][N:12]([C:16]2[CH:21]=[CH:20][C:19]([I:22])=[CH:18][CH:17]=2)[C:11]1=[O:23].CN(C)C=O. Product: [Cl:9][C:10]1[C:11](=[O:23])[N:12]([C:16]2[CH:21]=[CH:20][C:19]([I:22])=[CH:18][CH:17]=2)[CH2:13][CH2:14][CH:15]=1. The catalyst class is: 6. (6) Reactant: [Cl-].O[NH3+:3].[C:4](=[O:7])([O-])[OH:5].[Na+].CS(C)=O.[CH3:13][C:14]1[N:15]([C:39]2[CH:40]=[CH:41][C:42]3[O:46][CH:45]([CH3:47])[CH2:44][C:43]=3[CH:48]=2)[C:16](=[O:38])[C:17]([CH2:23][C:24]2[CH:29]=[CH:28][C:27]([C:30]3[C:31]([C:36]#[N:37])=[CH:32][CH:33]=[CH:34][CH:35]=3)=[CH:26][CH:25]=2)=[C:18]([CH2:20][CH2:21][CH3:22])[N:19]=1. Product: [CH3:13][C:14]1[N:15]([C:39]2[CH:40]=[CH:41][C:42]3[O:46][CH:45]([CH3:47])[CH2:44][C:43]=3[CH:48]=2)[C:16](=[O:38])[C:17]([CH2:23][C:24]2[CH:25]=[CH:26][C:27]([C:30]3[CH:35]=[CH:34][CH:33]=[CH:32][C:31]=3[C:36]3[NH:3][C:4](=[O:7])[O:5][N:37]=3)=[CH:28][CH:29]=2)=[C:18]([CH2:20][CH2:21][CH3:22])[N:19]=1. The catalyst class is: 69. (7) Reactant: [C:1]([NH:4][C:5]1[CH:10]=[CH:9][C:8]([C:11]([NH:13][C:14]2[CH:19]=[CH:18][CH:17]=[CH:16][C:15]=2[NH:20][C:21](=[O:31])[CH2:22][NH:23]C(OC(C)(C)C)=O)=[O:12])=[CH:7][CH:6]=1)(=[O:3])[CH3:2].C(O)(C(F)(F)F)=O. Product: [C:1]([NH:4][C:5]1[CH:6]=[CH:7][C:8]([C:11]([NH:13][C:14]2[CH:19]=[CH:18][CH:17]=[CH:16][C:15]=2[NH:20][C:21](=[O:31])[CH2:22][NH2:23])=[O:12])=[CH:9][CH:10]=1)(=[O:3])[CH3:2]. The catalyst class is: 2. (8) Reactant: [CH3:1][O:2][C:3]1[CH:4]=[C:5](/[CH:13]=[CH:14]/[CH:15]=[CH:16]/[C:17](Cl)=[O:18])[CH:6]=[C:7]([O:11][CH3:12])[C:8]=1[O:9][CH3:10].[C:20]1([NH:26][CH2:27][CH2:28][CH2:29][NH:30][C:31]2[CH:36]=[CH:35][CH:34]=[CH:33][CH:32]=2)[CH:25]=[CH:24][CH:23]=[CH:22][CH:21]=1.[C:37](=[O:40])([O-])O.[Na+]. Product: [CH3:1][O:2][C:3]1[CH:4]=[C:5](/[CH:13]=[CH:14]/[CH:15]=[CH:16]/[C:17]([N:30]([C:31]2[CH:36]=[CH:35][CH:34]=[CH:33][CH:32]=2)[CH2:29][CH2:28][CH2:27][N:26]([C:37](=[O:40])/[CH:16]=[CH:15]/[CH:14]=[CH:13]/[C:5]2[CH:6]=[C:7]([O:11][CH3:12])[C:8]([O:9][CH3:10])=[C:3]([O:2][CH3:1])[CH:4]=2)[C:20]2[CH:21]=[CH:22][CH:23]=[CH:24][CH:25]=2)=[O:18])[CH:6]=[C:7]([O:11][CH3:12])[C:8]=1[O:9][CH3:10]. The catalyst class is: 202.